From a dataset of Peptide-MHC class II binding affinity with 134,281 pairs from IEDB. Regression. Given a peptide amino acid sequence and an MHC pseudo amino acid sequence, predict their binding affinity value. This is MHC class II binding data. (1) The MHC is DRB1_1201 with pseudo-sequence DRB1_1201. The binding affinity (normalized) is 0.563. The peptide sequence is IGPRHPIRALVGDEV. (2) The peptide sequence is PAPMLAAAAGWQTLS. The MHC is DRB1_1101 with pseudo-sequence DRB1_1101. The binding affinity (normalized) is 0.583. (3) The peptide sequence is YDKFLAIVSTVLTGK. The MHC is DRB1_0701 with pseudo-sequence DRB1_0701. The binding affinity (normalized) is 0.799. (4) The peptide sequence is MLFRILSLNLIKIK. The MHC is HLA-DQA10401-DQB10402 with pseudo-sequence HLA-DQA10401-DQB10402. The binding affinity (normalized) is 0. (5) The peptide sequence is VIPAGELQVIEKVDA. The MHC is HLA-DQA10301-DQB10302 with pseudo-sequence HLA-DQA10301-DQB10302. The binding affinity (normalized) is 0.227. (6) The peptide sequence is RQDSSSTGWNETIVE. The MHC is DRB1_0901 with pseudo-sequence DRB1_0901. The binding affinity (normalized) is 0.158. (7) The peptide sequence is HRDNIEDDLLNRNNT. The MHC is DRB1_0701 with pseudo-sequence DRB1_0701. The binding affinity (normalized) is 0.0513. (8) The peptide sequence is MSLLTEVETYVLSII. The MHC is DRB1_0701 with pseudo-sequence DRB1_0701. The binding affinity (normalized) is 0.571.